Predict which catalyst facilitates the given reaction. From a dataset of Catalyst prediction with 721,799 reactions and 888 catalyst types from USPTO. (1) Reactant: C([O:3][C:4]([CH:6]1[CH2:11][CH2:10][N:9]([CH2:12][C@@H:13]([OH:26])[CH2:14][O:15][C:16]2[CH:25]=[CH:24][CH:23]=[C:22]3[C:17]=2[CH:18]=[CH:19][CH:20]=[N:21]3)[CH2:8][CH2:7]1)=[O:5])C.O.CO.[OH-].[Li+:31]. Product: [OH:26][C@@H:13]([CH2:14][O:15][C:16]1[CH:25]=[CH:24][CH:23]=[C:22]2[C:17]=1[CH:18]=[CH:19][CH:20]=[N:21]2)[CH2:12][N:9]1[CH2:10][CH2:11][CH:6]([C:4]([O-:5])=[O:3])[CH2:7][CH2:8]1.[Li+:31]. The catalyst class is: 7. (2) Reactant: [C:1]([C:3]1[CH:19]=[CH:18][C:6]([CH2:7][N:8]([CH3:17])[CH2:9][C:10]([O:12][C:13]([CH3:16])([CH3:15])[CH3:14])=[O:11])=[C:5]([C:20]([F:23])([F:22])[F:21])[CH:4]=1)#[N:2].[NH2:24][OH:25]. Product: [OH:25][N:24]=[C:1]([C:3]1[CH:19]=[CH:18][C:6]([CH2:7][N:8]([CH3:17])[CH2:9][C:10]([O:12][C:13]([CH3:15])([CH3:14])[CH3:16])=[O:11])=[C:5]([C:20]([F:21])([F:23])[F:22])[CH:4]=1)[NH2:2]. The catalyst class is: 8. (3) Reactant: COC(SCl)=O.[SH:7][CH2:8][CH2:9][OH:10].[SH:11][C:12]1[CH:17]=[CH:16][CH:15]=[CH:14][N:13]=1. Product: [N:13]1[CH:14]=[CH:15][CH:16]=[CH:17][C:12]=1[S:11][S:7][CH2:8][CH2:9][OH:10]. The catalyst class is: 4. (4) Reactant: [C:1]([O:5][C:6]([N:8]1[CH:17]([C:18](=[O:33])[NH:19][CH:20]([C:29]([O:31]C)=[O:30])[CH2:21][C:22]2[CH:27]=[CH:26][C:25]([Cl:28])=[CH:24][CH:23]=2)[CH2:16][C:15]2[C:10](=[CH:11][CH:12]=[CH:13][CH:14]=2)[CH2:9]1)=[O:7])([CH3:4])([CH3:3])[CH3:2].Cl.CN(C)CCCN=C=NCC. Product: [C:1]([O:5][C:6]([N:8]1[CH:17]([C:18](=[O:33])[NH:19][CH:20]([C:29]([OH:31])=[O:30])[CH2:21][C:22]2[CH:23]=[CH:24][C:25]([Cl:28])=[CH:26][CH:27]=2)[CH2:16][C:15]2[C:10](=[CH:11][CH:12]=[CH:13][CH:14]=2)[CH2:9]1)=[O:7])([CH3:4])([CH3:2])[CH3:3]. The catalyst class is: 119. (5) Reactant: [Br:1][C:2]1[CH:3]=[C:4]2[C:13](=[CH:14][CH:15]=1)[O:12][C:7]1([CH2:11][CH2:10][O:9][CH2:8]1)[CH2:6][C:5]2=O.[C:17](=[N:23][Si](C)(C)C)=[N:18][Si](C)(C)C. Product: [Br:1][C:2]1[CH:3]=[C:4]2[C:13](=[CH:14][CH:15]=1)[O:12][C:7]1([CH2:11][CH2:10][O:9][CH2:8]1)[CH2:6]/[C:5]/2=[N:23]\[C:17]#[N:18]. The catalyst class is: 388. (6) Reactant: [H-].[Al+3].[Li+].[CH3:4][O:5][C:6]1[CH:11]=[CH:10][CH:9]=[CH:8][C:7]=1[CH2:12][CH2:13][OH:14].[H-].[H-].[H-].COC(=O)CC1C=CC=CC=1OC.[OH-].[Na+]. Product: [CH3:4][O:5][C:6]1[CH:11]=[CH:10][CH:9]=[CH:8][C:7]=1[CH2:12][CH2:13][OH:14]. The catalyst class is: 7. (7) Reactant: [CH3:1][C:2]1[N:6]([CH3:7])[C:5]([C:8]2[CH:9]=[C:10]([NH:14][C:15]([NH2:17])=[S:16])[CH:11]=[CH:12][CH:13]=2)=[CH:4][N:3]=1.Br[CH:19]([C:22]1[CH:27]=[CH:26][CH:25]=[CH:24][CH:23]=1)[CH:20]=O.C(OCC)(=O)C.C(=O)([O-])[O-].[K+].[K+]. Product: [CH3:1][C:2]1[N:6]([CH3:7])[C:5]([C:8]2[CH:9]=[C:10]([NH:14][C:15]3[S:16][C:19]([C:22]4[CH:27]=[CH:26][CH:25]=[CH:24][CH:23]=4)=[CH:20][N:17]=3)[CH:11]=[CH:12][CH:13]=2)=[CH:4][N:3]=1. The catalyst class is: 8. (8) Reactant: [OH-].[Li+].[Br:3][C:4]1[CH:17]=[C:16]2[C:7]([O:8][C:9]3[C:10]([F:34])=[CH:11][C:12]([O:32][CH3:33])=[CH:13][C:14]=3[C:15]32[CH2:22][CH2:21][S:20][C:19]([NH:23]C(=O)C2C=CC=CC=2)=[N:18]3)=[CH:6][CH:5]=1. Product: [Br:3][C:4]1[CH:17]=[C:16]2[C:7]([O:8][C:9]3[C:10]([F:34])=[CH:11][C:12]([O:32][CH3:33])=[CH:13][C:14]=3[C:15]32[CH2:22][CH2:21][S:20][C:19]([NH2:23])=[N:18]3)=[CH:6][CH:5]=1. The catalyst class is: 24.